From a dataset of Reaction yield outcomes from USPTO patents with 853,638 reactions. Predict the reaction yield, written as a fraction of the theoretical maximum amount of product (1.0 means a 100% yield; for example, 0.34 means a 34% yield). (1) The reactants are [Cl:1][C:2]([Cl:28])([Cl:27])[CH2:3][O:4][C:5]([C@@H:7]1[CH2:12][CH2:11][CH2:10][N:9]([C:13]([O:15]C(C)(C)C)=O)[N:8]1C(OC(C)(C)C)=O)=[O:6].FC(F)(F)C(O)=O.[CH3:36][C:37]([O:40][C:41]([NH:43][C@H:44](C(O)=O)[CH2:45][N:46]1[N:50]=[CH:49][CH:48]=[CH:47]1)=[O:42])([CH3:39])[CH3:38].C(N(CC)C(C)C)(C)C.C[NH3+].F[P-](F)(F)(F)(F)F.N1(OC(N(C)C)=[N+](C)C)C2N=CC=CC=2N=N1.F[P-](F)(F)(F)(F)F. The catalyst is ClCCl.C(#N)C.C(OCC)(=O)C. The product is [Cl:28][C:2]([Cl:1])([Cl:27])[CH2:3][O:4][C:5]([C@@H:7]1[CH2:12][CH2:11][CH2:10][N:9]([C:13](=[O:15])[C@@H:44]([NH:43][C:41]([O:40][C:37]([CH3:39])([CH3:38])[CH3:36])=[O:42])[CH2:45][N:46]2[CH:47]=[CH:48][CH:49]=[N:50]2)[NH:8]1)=[O:6]. The yield is 0.950. (2) The reactants are C([O:3][C:4](=[O:36])[CH2:5][C@@H:6]([N:13]1[C:17]2=[N:18][C:19]([CH3:22])=[CH:20][CH:21]=[C:16]2[N:15]([CH2:23][C:24]2[C:32]3[C:27](=[CH:28][CH:29]=[CH:30][C:31]=3[CH3:33])[N:26]([CH3:34])[CH:25]=2)[C:14]1=[O:35])[C:7]1[CH:12]=[CH:11][CH:10]=[CH:9][CH:8]=1)C.[OH-].[Na+].Cl. The catalyst is CO. The product is [CH3:34][N:26]1[C:27]2[C:32](=[C:31]([CH3:33])[CH:30]=[CH:29][CH:28]=2)[C:24]([CH2:23][N:15]2[C:16]3[C:17](=[N:18][C:19]([CH3:22])=[CH:20][CH:21]=3)[N:13]([C@@H:6]([C:7]3[CH:12]=[CH:11][CH:10]=[CH:9][CH:8]=3)[CH2:5][C:4]([OH:36])=[O:3])[C:14]2=[O:35])=[CH:25]1. The yield is 0.760. (3) The reactants are [C:1]([NH:5][C:6]1[N:15]([CH3:16])[C:14](=[O:17])[C:13]2[C:8](=[C:9](I)[CH:10]=[CH:11][CH:12]=2)[N:7]=1)([CH3:4])([CH3:3])[CH3:2].CC([O-])=O.[K+].C(NC1N(C)C(=O)C2C(=C(B(O)O)C=CC=2)N=1)(C)(C)C.C1(P(C2CCCCC2)C2C=CC=CC=2C2C(C(C)C)=CC(C(C)C)=CC=2C(C)C)CCCCC1.Br[C:79]1[CH:80]=[C:81]2[C:86](=[O:87])[N:85]([CH2:88][C:89]3[CH:94]=[CH:93][C:92]([O:95][CH3:96])=[CH:91][C:90]=3[O:97][CH3:98])[CH2:84][CH2:83][N:82]2[CH:99]=1.[O-]P([O-])([O-])=O.[K+].[K+].[K+]. The catalyst is CN(C=O)C.CCOC(C)=O.C1C=CC(P(C2C=CC=CC=2)[C-]2C=CC=C2)=CC=1.C1C=CC(P(C2C=CC=CC=2)[C-]2C=CC=C2)=CC=1.Cl[Pd]Cl.[Fe+2].C(Cl)Cl.C1C=CC(/C=C/C(/C=C/C2C=CC=CC=2)=O)=CC=1.C1C=CC(/C=C/C(/C=C/C2C=CC=CC=2)=O)=CC=1.C1C=CC(/C=C/C(/C=C/C2C=CC=CC=2)=O)=CC=1.[Pd].[Pd]. The product is [C:1]([NH:5][C:6]1[N:15]([CH3:16])[C:14](=[O:17])[C:13]2[C:8](=[C:9]([C:79]3[CH:80]=[C:81]4[C:86](=[O:87])[N:85]([CH2:88][C:89]5[CH:94]=[CH:93][C:92]([O:95][CH3:96])=[CH:91][C:90]=5[O:97][CH3:98])[CH2:84][CH2:83][N:82]4[CH:99]=3)[CH:10]=[CH:11][CH:12]=2)[N:7]=1)([CH3:4])([CH3:3])[CH3:2]. The yield is 0.190. (4) The reactants are [Br:1][C:2]1[CH:7]=[CH:6][C:5]([C:8]2[CH:13]=[CH:12][CH:11]=[CH:10][CH:9]=2)=[CH:4][CH:3]=1.Cl[S:15]([OH:18])(=[O:17])=[O:16]. The catalyst is C(Cl)(Cl)Cl. The product is [Br:1][C:2]1[CH:3]=[CH:4][C:5]([C:8]2[CH:13]=[CH:12][C:11]([S:15]([OH:18])(=[O:17])=[O:16])=[CH:10][CH:9]=2)=[CH:6][CH:7]=1. The yield is 0.920.